Dataset: Reaction yield outcomes from USPTO patents with 853,638 reactions. Task: Predict the reaction yield, written as a fraction of the theoretical maximum amount of product (1.0 means a 100% yield; for example, 0.34 means a 34% yield). (1) The reactants are [Si](C=[N+]=[N-])(C)(C)[CH3:2].[F:8][C:9]([F:49])([F:48])[C:10]1[CH:11]=[C:12]([CH:41]=[C:42]([C:44]([F:47])([F:46])[F:45])[CH:43]=1)[CH2:13][N:14]([C:36]1[N:37]=[N:38][NH:39][N:40]=1)[C@@H:15]1[C:24]2[C:19](=[CH:20][CH:21]=[C:22]([C:25]([F:28])([F:27])[F:26])[CH:23]=2)[N:18]([C:29]([O:31][CH2:32][CH3:33])=[O:30])[C@H:17]([CH2:34][CH3:35])[CH2:16]1. The catalyst is C1COCC1.CO. The product is [F:45][C:44]([F:47])([F:46])[C:42]1[CH:41]=[C:12]([CH:11]=[C:10]([C:9]([F:48])([F:8])[F:49])[CH:43]=1)[CH2:13][N:14]([C:36]1[N:37]=[N:38][N:39]([CH3:2])[N:40]=1)[C@@H:15]1[C:24]2[C:19](=[CH:20][CH:21]=[C:22]([C:25]([F:26])([F:27])[F:28])[CH:23]=2)[N:18]([C:29]([O:31][CH2:32][CH3:33])=[O:30])[C@H:17]([CH2:34][CH3:35])[CH2:16]1. The yield is 0.710. (2) The catalyst is ClCCl. The reactants are [NH2:1][C:2]1[N:7]=[CH:6][N:5]=[C:4]2[N:8]([C@@H:25]3[CH2:30][CH2:29][CH2:28][N:27](C(OC(C)(C)C)=O)[CH2:26]3)[N:9]=[C:10]([C:11]3[CH:16]=[CH:15][C:14]([O:17][C:18]4[CH:23]=[CH:22][CH:21]=[CH:20][C:19]=4[F:24])=[CH:13][CH:12]=3)[C:3]=12.FC(F)(F)C(O)=O. The product is [F:24][C:19]1[CH:20]=[CH:21][CH:22]=[CH:23][C:18]=1[O:17][C:14]1[CH:13]=[CH:12][C:11]([C:10]2[C:3]3[C:4](=[N:5][CH:6]=[N:7][C:2]=3[NH2:1])[N:8]([C@@H:25]3[CH2:30][CH2:29][CH2:28][NH:27][CH2:26]3)[N:9]=2)=[CH:16][CH:15]=1. The yield is 0.620. (3) The reactants are F[C:2]1[CH:7]=[CH:6][C:5]([F:8])=[CH:4][C:3]=1[N+:9]([O-:11])=[O:10].[C:12]([O:16][C:17]([N:19]([CH2:21][CH2:22][CH2:23][NH2:24])[CH3:20])=[O:18])([CH3:15])([CH3:14])[CH3:13].C(N(C(C)C)CC)(C)C. The catalyst is CN(C=O)C.C(OCC)(=O)C. The product is [N+:9]([C:3]1[CH:4]=[C:5]([F:8])[CH:6]=[CH:7][C:2]=1[NH:24][CH2:23][CH2:22][CH2:21][N:19]([CH3:20])[C:17](=[O:18])[O:16][C:12]([CH3:13])([CH3:15])[CH3:14])([O-:11])=[O:10]. The yield is 0.930. (4) The reactants are [Br:1][C:2]1[C:7](=[O:8])[N:6]([CH2:9][C:10]([NH:12][CH2:13][C:14]([O:16]C(C)(C)C)=[O:15])=[O:11])[N:5]=[CH:4][C:3]=1[NH:21][C@@H:22]1[CH2:27][C@@H:26]2[CH2:28][C@@H:24]([C:25]2([CH3:30])[CH3:29])[C@H:23]1[CH3:31].FC(F)(F)C(O)=O. The catalyst is ClCCl. The product is [Br:1][C:2]1[C:7](=[O:8])[N:6]([CH2:9][C:10]([NH:12][CH2:13][C:14]([OH:16])=[O:15])=[O:11])[N:5]=[CH:4][C:3]=1[NH:21][C@@H:22]1[CH2:27][C@@H:26]2[CH2:28][C@@H:24]([C:25]2([CH3:30])[CH3:29])[C@H:23]1[CH3:31]. The yield is 0.940. (5) The reactants are [Si:1]([N:8]1[C:11](=[O:12])[CH2:10][CH:9]1[C:13]([OH:15])=O)([C:4]([CH3:7])([CH3:6])[CH3:5])([CH3:3])[CH3:2].C1CCC(N=C=NC2CCCCC2)CC1.FC1C(O)=C(F)C(F)=C(F)C=1F.[CH2:43]([O:50][C:51](=[O:64])[C@H:52]([CH2:54][C:55]1[C:63]2[C:58](=[CH:59][CH:60]=[CH:61][CH:62]=2)[NH:57][CH:56]=1)[NH2:53])[C:44]1[CH:49]=[CH:48][CH:47]=[CH:46][CH:45]=1. The catalyst is CCOC(C)=O. The product is [CH2:43]([O:50][C:51](=[O:64])[C@H:52]([CH2:54][C:55]1[C:63]2[C:58](=[CH:59][CH:60]=[CH:61][CH:62]=2)[NH:57][CH:56]=1)[NH:53][C:13]([C@@H:9]1[CH2:10][C:11](=[O:12])[N:8]1[Si:1]([C:4]([CH3:5])([CH3:6])[CH3:7])([CH3:2])[CH3:3])=[O:15])[C:44]1[CH:49]=[CH:48][CH:47]=[CH:46][CH:45]=1. The yield is 0.740. (6) The reactants are [Cl:1][C:2]1[CH:9]=[C:8]([NH:10][C:11]2[N:12](CC3C=CC(OC)=CC=3)[N:13]=[CH:14][N:15]=2)[CH:7]=[C:6]([Cl:25])[C:3]=1[C:4]#[N:5].C(O)(C(F)(F)F)=O. The yield is 0.740. The product is [Cl:25][C:6]1[CH:7]=[C:8]([NH:10][C:11]2[N:15]=[CH:14][NH:13][N:12]=2)[CH:9]=[C:2]([Cl:1])[C:3]=1[C:4]#[N:5]. No catalyst specified.